The task is: Regression. Given two drug SMILES strings and cell line genomic features, predict the synergy score measuring deviation from expected non-interaction effect.. This data is from NCI-60 drug combinations with 297,098 pairs across 59 cell lines. (1) Drug 1: COC1=CC(=CC(=C1O)OC)C2C3C(COC3=O)C(C4=CC5=C(C=C24)OCO5)OC6C(C(C7C(O6)COC(O7)C8=CC=CS8)O)O. Drug 2: COC1=C2C(=CC3=C1OC=C3)C=CC(=O)O2. Cell line: T-47D. Synergy scores: CSS=41.1, Synergy_ZIP=3.40, Synergy_Bliss=6.07, Synergy_Loewe=-24.3, Synergy_HSA=8.06. (2) Drug 1: CC1=CC2C(CCC3(C2CCC3(C(=O)C)OC(=O)C)C)C4(C1=CC(=O)CC4)C. Drug 2: C1=CC=C(C(=C1)C(C2=CC=C(C=C2)Cl)C(Cl)Cl)Cl. Cell line: SF-268. Synergy scores: CSS=-3.26, Synergy_ZIP=2.41, Synergy_Bliss=3.08, Synergy_Loewe=-0.852, Synergy_HSA=-1.63. (3) Drug 1: C1=CC(=CC=C1CC(C(=O)O)N)N(CCCl)CCCl.Cl. Drug 2: C1CN(P(=O)(OC1)NCCCl)CCCl. Cell line: SNB-19. Synergy scores: CSS=17.0, Synergy_ZIP=-1.98, Synergy_Bliss=1.34, Synergy_Loewe=-8.51, Synergy_HSA=-2.54.